Dataset: TCR-epitope binding with 47,182 pairs between 192 epitopes and 23,139 TCRs. Task: Binary Classification. Given a T-cell receptor sequence (or CDR3 region) and an epitope sequence, predict whether binding occurs between them. (1) The epitope is FLNGSCGSV. The TCR CDR3 sequence is CASSHQLAGTYEQYF. Result: 1 (the TCR binds to the epitope). (2) The epitope is VTIAEILLI. Result: 0 (the TCR does not bind to the epitope). The TCR CDR3 sequence is CASSQAHWDRGSYGYTF.